This data is from Full USPTO retrosynthesis dataset with 1.9M reactions from patents (1976-2016). The task is: Predict the reactants needed to synthesize the given product. (1) The reactants are: [Br-].[C:2]([C:5]1[CH:6]=[N+:7]([CH2:25][C:26]2[CH:31]=[CH:30][C:29]([Cl:32])=[CH:28][CH:27]=2)[CH:8]=[CH:9][C:10]=1[CH2:11][CH:12]1[CH2:21][CH2:20][C:19]2[C:14](=[CH:15][CH:16]=[C:17]([O:22][CH3:23])[CH:18]=2)[C:13]1=[O:24])(=[O:4])[CH3:3].C(NC(=O)C1CC=CNC=1)C1C=CC=CC=1.O. Given the product [C:2]([C:5]1[CH:10]([CH2:11][CH:12]2[CH2:21][CH2:20][C:19]3[C:14](=[CH:15][CH:16]=[C:17]([O:22][CH3:23])[CH:18]=3)[C:13]2=[O:24])[CH:9]=[CH:8][N:7]([CH2:25][C:26]2[CH:31]=[CH:30][C:29]([Cl:32])=[CH:28][CH:27]=2)[CH:6]=1)(=[O:4])[CH3:3], predict the reactants needed to synthesize it. (2) Given the product [OH:7][CH2:8][C:9]1[N:10]=[C:11]([C:52]([F:55])([F:54])[F:53])[N:12]=[C:13]([C:15]([N:17]2[CH2:22][CH2:21][CH:20]([N:23]3[CH2:26][C:25]([CH2:49][C:50]#[N:51])([N:27]4[CH:31]=[C:30]([C:32]5[C:33]6[CH:40]=[CH:39][NH:38][C:34]=6[N:35]=[CH:36][N:37]=5)[CH:29]=[N:28]4)[CH2:24]3)[CH2:19][CH2:18]2)=[O:16])[CH:14]=1, predict the reactants needed to synthesize it. The reactants are: O.[OH-].[Li+].C([O:7][CH2:8][C:9]1[CH:14]=[C:13]([C:15]([N:17]2[CH2:22][CH2:21][CH:20]([N:23]3[CH2:26][C:25]([CH2:49][C:50]#[N:51])([N:27]4[CH:31]=[C:30]([C:32]5[C:33]6[CH:40]=[CH:39][N:38](COCC[Si](C)(C)C)[C:34]=6[N:35]=[CH:36][N:37]=5)[CH:29]=[N:28]4)[CH2:24]3)[CH2:19][CH2:18]2)=[O:16])[N:12]=[C:11]([C:52]([F:55])([F:54])[F:53])[N:10]=1)(=O)C.Cl.